Dataset: Forward reaction prediction with 1.9M reactions from USPTO patents (1976-2016). Task: Predict the product of the given reaction. (1) The product is: [ClH:11].[S:7]1[CH:8]=[CH:9][CH:10]=[C:6]1[C:4](=[NH:12])[NH2:5]. Given the reactants C[O-].[Na+].[C:4]([C:6]1[S:7][CH:8]=[CH:9][CH:10]=1)#[N:5].[Cl-:11].[NH4+:12], predict the reaction product. (2) Given the reactants CC1(C)CO[CH:5]([CH2:8][CH2:9][CH2:10][S:11][C:12]2[N:13]([CH3:27])[C:14]([C:17]3[CH:18]=[C:19]4[C:24](=[CH:25][CH:26]=3)[N:23]=[CH:22][CH:21]=[CH:20]4)=[N:15][N:16]=2)[O:4]C1.S(=O)(=O)(O)O.C(=O)([O-])[O-].[Na+].[Na+], predict the reaction product. The product is: [CH3:27][N:13]1[C:14]([C:17]2[CH:18]=[C:19]3[C:24](=[CH:25][CH:26]=2)[N:23]=[CH:22][CH:21]=[CH:20]3)=[N:15][N:16]=[C:12]1[S:11][CH2:10][CH2:9][CH2:8][CH:5]=[O:4]. (3) Given the reactants [Cl:1][C:2]1[CH:18]=[CH:17][C:5]([C:6]([N:8]([C:10]2[CH:15]=[CH:14][CH:13]=[CH:12][C:11]=2[OH:16])[CH3:9])=[O:7])=[CH:4][C:3]=1B1OC(C)(C)C(C)(C)O1.Br[C:29]1[C:30]([CH3:36])=[CH:31][C:32]([Cl:35])=[N:33][CH:34]=1.C([O-])([O-])=O.[K+].[K+], predict the reaction product. The product is: [Cl:1][C:2]1[CH:18]=[CH:17][C:5]([C:6]([N:8]([C:10]2[CH:15]=[CH:14][CH:13]=[CH:12][C:11]=2[OH:16])[CH3:9])=[O:7])=[CH:4][C:3]=1[C:29]1[CH:34]=[N:33][C:32]([Cl:35])=[CH:31][C:30]=1[CH3:36]. (4) The product is: [CH2:1]([O:8][C:9]1[CH:16]=[CH:15][C:14]([F:17])=[CH:13][C:10]=1[CH:11]1[C:7]2[C:2](=[CH:3][CH:4]=[CH:5][CH:6]=2)[C:1](=[O:8])[O:12]1)[C:2]1[CH:3]=[CH:4][CH:5]=[CH:6][CH:7]=1. Given the reactants [CH2:1]([O:8][C:9]1[CH:16]=[CH:15][C:14]([F:17])=[CH:13][C:10]=1[CH:11]=[O:12])[C:2]1[CH:7]=[CH:6][CH:5]=[CH:4][CH:3]=1, predict the reaction product. (5) Given the reactants I[C:2]1[CH:10]=[CH:9][CH:8]=[C:7]2[C:3]=1[C:4](=[O:12])[C:5](=[O:11])[NH:6]2.C1(C)C=CC=CC=1P(C1C=CC=CC=1C)C1C=CC=CC=1C.[CH:35]([C:37]1[CH:42]=[CH:41][C:40]([OH:43])=[CH:39][CH:38]=1)=[CH2:36], predict the reaction product. The product is: [OH:43][C:40]1[CH:41]=[CH:42][C:37](/[CH:35]=[CH:36]/[C:2]2[CH:10]=[CH:9][CH:8]=[C:7]3[C:3]=2[C:4](=[O:12])[C:5](=[O:11])[NH:6]3)=[CH:38][CH:39]=1. (6) Given the reactants [CH:1]1([N:4]([CH:34]2[CH2:36][CH2:35]2)[C:5]([C:7]2[N:31]([CH2:32][CH3:33])[C:10]3=[N:11][C:12]([NH:19]/[C:20](/SC)=[CH:21]/[C:22](=[O:28])[CH:23]([O:26][CH3:27])[O:24][CH3:25])=[C:13]4[N:17]=[CH:16][N:15]([CH3:18])[C:14]4=[C:9]3[CH:8]=2)=[O:6])[CH2:3][CH2:2]1.[CH2:37]([N:39]([C:41]([O:43][C:44]([CH3:47])([CH3:46])[CH3:45])=[O:42])[NH2:40])[CH3:38], predict the reaction product. The product is: [CH:1]1([N:4]([CH:34]2[CH2:36][CH2:35]2)[C:5]([C:7]2[N:31]([CH2:32][CH3:33])[C:10]3=[N:11][C:12]([NH:19]/[C:20](/[NH:40][N:39]([CH2:37][CH3:38])[C:41]([O:43][C:44]([CH3:46])([CH3:45])[CH3:47])=[O:42])=[CH:21]/[C:22](=[O:28])[CH:23]([O:26][CH3:27])[O:24][CH3:25])=[C:13]4[N:17]=[CH:16][N:15]([CH3:18])[C:14]4=[C:9]3[CH:8]=2)=[O:6])[CH2:3][CH2:2]1.